This data is from Full USPTO retrosynthesis dataset with 1.9M reactions from patents (1976-2016). The task is: Predict the reactants needed to synthesize the given product. (1) Given the product [ClH:31].[ClH:31].[CH:1]([CH:14]1[CH2:15][NH:16][CH:17]2[CH:22]([CH2:21][CH2:20][CH2:19][CH2:18]2)[NH:23]1)([C:8]1[CH:13]=[CH:12][CH:11]=[CH:10][CH:9]=1)[C:2]1[CH:3]=[CH:4][CH:5]=[CH:6][CH:7]=1, predict the reactants needed to synthesize it. The reactants are: [CH:1]([CH:14]1[NH:23][CH:22]2[CH:17]([CH2:18][CH2:19][CH2:20][CH2:21]2)[N:16](C(OC(C)(C)C)=O)[CH2:15]1)([C:8]1[CH:13]=[CH:12][CH:11]=[CH:10][CH:9]=1)[C:2]1[CH:7]=[CH:6][CH:5]=[CH:4][CH:3]=1.[ClH:31]. (2) Given the product [CH2:1]([O:3][C:4]1[CH:9]=[CH:8][C:7]([C:10]2[CH2:15][CH2:14][CH:13]([CH:16]=[CH2:17])[CH2:12][CH:11]=2)=[C:6]([F:19])[C:5]=1[F:20])[CH3:2], predict the reactants needed to synthesize it. The reactants are: [CH2:1]([O:3][C:4]1[CH:9]=[CH:8][C:7]([C:10]2(O)[CH2:15][CH2:14][CH:13]([CH:16]=[CH2:17])[CH2:12][CH2:11]2)=[C:6]([F:19])[C:5]=1[F:20])[CH3:2].C1(C)C=CC(S(O)(=O)=O)=CC=1.O. (3) Given the product [CH3:19][O:18][C:11]1[CH:12]=[C:13]([C:27](=[O:30])[CH2:16][C:15]([C:14]2[CH:13]=[CH:12][C:11]([O:18][CH3:19])=[C:10]([O:20][CH3:21])[C:9]=2[OH:8])=[O:17])[CH:14]=[CH:9][C:10]=1[O:20][CH3:21], predict the reactants needed to synthesize it. The reactants are: COC1C=C(C=CC=1OC)C([O:8][C:9]1[C:14]([C:15](=[O:17])[CH3:16])=[CH:13][CH:12]=[C:11]([O:18][CH3:19])[C:10]=1[O:20][CH3:21])=O.[C:27](=[O:30])([O-])[O-].[K+].[K+]. (4) Given the product [F:38][C:6]1[CH:5]=[CH:4][C:3]([N:8]2[C:16]3[C:11](=[CH:12][C:13]([O:27][C@H:20]([C:21]4[CH:22]=[CH:23][CH:24]=[CH:25][CH:26]=4)[C@@H:19]([NH2:28])[CH3:18])=[CH:14][CH:15]=3)[CH:10]=[N:9]2)=[CH:2][CH:7]=1, predict the reactants needed to synthesize it. The reactants are: F[C:2]1[CH:7]=[CH:6][CH:5]=[CH:4][C:3]=1[N:8]1[C:16]2[C:11](=[CH:12][C:13](I)=[CH:14][CH:15]=2)[CH:10]=[N:9]1.[CH3:18][C@H:19]([NH2:28])[C@H:20]([OH:27])[C:21]1[CH:26]=[CH:25][CH:24]=[CH:23][CH:22]=1.C(=O)([O-])[O-].[Cs+].[Cs+].C(O)(C(F)(F)[F:38])=O. (5) The reactants are: [F:1][C:2]1[CH:11]=[CH:10][CH:9]=[C:8]2[C:3]=1[C:4](=[O:31])[C:5]([C:26]([O:28][CH2:29][CH3:30])=[O:27])=[CH:6][N:7]2[CH2:12][C:13]1[CH:18]=[CH:17][C:16]([N:19]2[CH:23]=[C:22]([CH:24]=[O:25])[CH:21]=[N:20]2)=[CH:15][CH:14]=1.C[Si](C)(C)[C:34]([F:37])([F:36])[F:35].[F-].[Cs+].Cl. Given the product [F:1][C:2]1[CH:11]=[CH:10][CH:9]=[C:8]2[C:3]=1[C:4](=[O:31])[C:5]([C:26]([O:28][CH2:29][CH3:30])=[O:27])=[CH:6][N:7]2[CH2:12][C:13]1[CH:18]=[CH:17][C:16]([N:19]2[CH:23]=[C:22]([CH:24]([OH:25])[C:34]([F:37])([F:36])[F:35])[CH:21]=[N:20]2)=[CH:15][CH:14]=1, predict the reactants needed to synthesize it.